Dataset: Full USPTO retrosynthesis dataset with 1.9M reactions from patents (1976-2016). Task: Predict the reactants needed to synthesize the given product. (1) Given the product [CH2:1]([O:3][C:4]([C:6]1[C:14]2[C:13](=[O:15])[N:12]([CH3:16])[C:11](=[O:17])[N:10]([CH:18]([CH3:19])[CH3:20])[C:9]=2[S:8][C:7]=1[CH:26]([C:25]1[CH:28]=[CH:29][C:22]([F:21])=[CH:23][CH:24]=1)[OH:27])=[O:5])[CH3:2], predict the reactants needed to synthesize it. The reactants are: [CH2:1]([O:3][C:4]([C:6]1[C:14]2[C:13](=[O:15])[N:12]([CH3:16])[C:11](=[O:17])[N:10]([CH:18]([CH3:20])[CH3:19])[C:9]=2[S:8][CH:7]=1)=[O:5])[CH3:2].[F:21][C:22]1[CH:29]=[CH:28][C:25]([CH:26]=[O:27])=[CH:24][CH:23]=1. (2) Given the product [OH:8][N:7]=[CH:18][CH2:17][CH2:16][C:10]([CH3:9])([S:20]([CH3:23])(=[O:22])=[O:21])[C:11]([O:13][CH2:14][CH3:15])=[O:12], predict the reactants needed to synthesize it. The reactants are: C(=O)(O)[O-].[Na+].Cl.[NH2:7][OH:8].[CH3:9][C:10]([S:20]([CH3:23])(=[O:22])=[O:21])([CH2:16][CH2:17][CH:18]=O)[C:11]([O:13][CH2:14][CH3:15])=[O:12].